This data is from Catalyst prediction with 721,799 reactions and 888 catalyst types from USPTO. The task is: Predict which catalyst facilitates the given reaction. (1) Reactant: [CH3:1][C:2]1([C:7]([F:10])([F:9])[F:8])[NH:6][CH2:5][CH2:4][O:3]1.[H-].[Al+3].[Li+].[H-].[H-].[H-]. Product: [F:8][C:7]([F:10])([F:9])[CH:2]([NH:6][CH2:5][CH2:4][OH:3])[CH3:1]. The catalyst class is: 7. (2) Reactant: [N:1]12[CH2:7][C:4]([C:8]([C:16]3[CH:21]=[CH:20][CH:19]=[CH:18][CH:17]=3)([C:10]3[CH:15]=[CH:14][CH:13]=[CH:12][CH:11]=3)[OH:9])([CH2:5][CH2:6]1)[CH2:3][CH2:2]2.[Br:22]C[C:24]1[CH:29]=[CH:28][C:27]([N+:30]([O-:32])=[O:31])=[CH:26][CH:25]=1. Product: [Br-:22].[OH:9][C:8]([C:16]1[CH:21]=[CH:20][CH:19]=[CH:18][CH:17]=1)([C:10]1[CH:15]=[CH:14][CH:13]=[CH:12][CH:11]=1)[C:4]12[CH2:7][N+:1]([CH2:3][CH2:4][CH2:8][O:9][C:24]3[CH:25]=[CH:26][C:27]([N+:30]([O-:32])=[O:31])=[CH:28][CH:29]=3)([CH2:6][CH2:5]1)[CH2:2][CH2:3]2. The catalyst class is: 23. (3) Reactant: [NH2:1][CH2:2][C:3]1[CH:4]=[C:5]([CH:10]([CH3:32])[C:11]([NH:13][CH2:14][C:15]2[C:16]([N:25]3[CH2:30][CH2:29][CH:28]([CH3:31])[CH2:27][CH2:26]3)=[N:17][C:18]([C:21]([F:24])([F:23])[F:22])=[CH:19][CH:20]=2)=[O:12])[CH:6]=[CH:7][C:8]=1[F:9].C(N(CC)CC)C.[CH3:40][S:41](Cl)(=[O:43])=[O:42]. Product: [F:9][C:8]1[CH:7]=[CH:6][C:5]([CH:10]([CH3:32])[C:11]([NH:13][CH2:14][C:15]2[C:16]([N:25]3[CH2:30][CH2:29][CH:28]([CH3:31])[CH2:27][CH2:26]3)=[N:17][C:18]([C:21]([F:24])([F:23])[F:22])=[CH:19][CH:20]=2)=[O:12])=[CH:4][C:3]=1[CH2:2][NH:1][S:41]([CH3:40])(=[O:43])=[O:42]. The catalyst class is: 4. (4) The catalyst class is: 19. Reactant: C(N[C:9]1[CH:10]=[C:11]2[C:16](=[N:17][CH:18]=1)[NH:15][C:14](=[O:19])[C:13]1[CH:20]=[CH:21][CH:22]=[CH:23][C:12]2=1)C1C=CC=CC=1.C([O-])=O.[NH4+:27]. Product: [CH2:11]([NH:27][C:21]1[CH:22]=[CH:23][C:12]2[C:11]3[C:16](=[N:17][CH:18]=[CH:9][CH:10]=3)[NH:15][C:14](=[O:19])[C:13]=2[CH:20]=1)[C:12]1[CH:23]=[CH:22][CH:21]=[CH:20][CH:13]=1. (5) Reactant: [CH3:1][C:2]1([CH3:39])[S:7](=[O:9])(=[O:8])[C:6]2([CH3:22])[CH2:10][CH2:11][O:12][C:13]3[CH:18]=[CH:17][C:16]([N+:19]([O-])=O)=[CH:15][C:14]=3[C@@:5]2([CH3:23])[N:4]=[C:3]1[N:24]([C:32]([O:34][C:35]([CH3:38])([CH3:37])[CH3:36])=[O:33])[C:25](=[O:31])[O:26][C:27]([CH3:30])([CH3:29])[CH3:28]. Product: [NH2:19][C:16]1[CH:17]=[CH:18][C:13]2[O:12][CH2:11][CH2:10][C:6]3([CH3:22])[S:7](=[O:8])(=[O:9])[C:2]([CH3:39])([CH3:1])[C:3]([N:24]([C:25]([O:26][C:27]([CH3:28])([CH3:29])[CH3:30])=[O:31])[C:32](=[O:33])[O:34][C:35]([CH3:36])([CH3:37])[CH3:38])=[N:4][C@:5]3([CH3:23])[C:14]=2[CH:15]=1. The catalyst class is: 591. (6) Reactant: [F:1][CH:2]([F:31])[N:3]1[N:19]=[CH:18][C:17]2[NH:16][C:15](=[O:20])[C@H:14]([CH3:21])[CH2:13][CH2:12][CH2:11][C@H:10]([NH:22]C(=O)OC(C)(C)C)[C:9]3[CH:30]=[C:5]([CH:6]=[CH:7][CH:8]=3)[C:4]1=2.C(O)(C(F)(F)F)=O. Product: [NH2:22][C@@H:10]1[C:9]2[CH:30]=[C:5]([CH:6]=[CH:7][CH:8]=2)[C:4]2[N:3]([CH:2]([F:1])[F:31])[N:19]=[CH:18][C:17]=2[NH:16][C:15](=[O:20])[C@H:14]([CH3:21])[CH2:13][CH2:12][CH2:11]1. The catalyst class is: 2.